This data is from Full USPTO retrosynthesis dataset with 1.9M reactions from patents (1976-2016). The task is: Predict the reactants needed to synthesize the given product. (1) The reactants are: [OH:1][C:2]1[CH:7]=[CH:6][C:5]([CH:8]2[CH2:13][CH2:12][N:11]([C:14]([O:16][C:17]([CH3:20])([CH3:19])[CH3:18])=[O:15])[CH2:10][CH:9]2[O:21][CH2:22][C:23]2[CH:32]=[C:31]3[C:26]([CH2:27][CH2:28][C:29](=[O:38])[N:30]3[CH2:33][CH2:34][CH2:35][O:36][CH3:37])=[CH:25][CH:24]=2)=[CH:4][CH:3]=1.Br[CH2:40][CH2:41][CH2:42][CH2:43][O:44][C:45]1[CH:50]=[CH:49][CH:48]=[CH:47][C:46]=1[CH3:51]. Given the product [CH3:37][O:36][CH2:35][CH2:34][CH2:33][N:30]1[C:31]2[C:26](=[CH:25][CH:24]=[C:23]([CH2:22][O:21][CH:9]3[CH:8]([C:5]4[CH:6]=[CH:7][C:2]([O:1][CH2:40][CH2:41][CH2:42][CH2:43][O:44][C:45]5[CH:50]=[CH:49][CH:48]=[CH:47][C:46]=5[CH3:51])=[CH:3][CH:4]=4)[CH2:13][CH2:12][N:11]([C:14]([O:16][C:17]([CH3:19])([CH3:20])[CH3:18])=[O:15])[CH2:10]3)[CH:32]=2)[CH2:27][CH2:28][C:29]1=[O:38], predict the reactants needed to synthesize it. (2) Given the product [CH3:1][O:2][C:3]1[CH:4]=[C:5]([CH:9]=[CH:10][C:11]=1[N+:12]([O-:14])=[O:13])[C:6]([NH:32][C@@H:29]1[CH2:30][CH2:31][N:27]([CH3:26])[CH2:28]1)=[O:7], predict the reactants needed to synthesize it. The reactants are: [CH3:1][O:2][C:3]1[CH:4]=[C:5]([CH:9]=[CH:10][C:11]=1[N+:12]([O-:14])=[O:13])[C:6](Cl)=[O:7].C(N(CC)C(C)C)(C)C.Cl.Cl.[CH3:26][N:27]1[CH2:31][CH2:30][C@@H:29]([NH2:32])[CH2:28]1. (3) Given the product [F:25][C:26]1[CH:27]=[CH:28][C:29]([CH:32]([OH:46])[CH:33]([NH:45][C:15]([C:1]2[C:14]3[C:5](=[CH:6][C:7]4[C:12]([CH:13]=3)=[CH:11][CH:10]=[CH:9][CH:8]=4)[CH:4]=[CH:3][CH:2]=2)=[O:16])[CH2:34][C:35]2[CH:40]=[CH:39][C:38]([C:41]([F:44])([F:43])[F:42])=[CH:37][CH:36]=2)=[CH:30][CH:31]=1, predict the reactants needed to synthesize it. The reactants are: [C:1]1([C:15](O)=[O:16])[C:14]2[C:5](=[CH:6][C:7]3[C:12]([CH:13]=2)=[CH:11][CH:10]=[CH:9][CH:8]=3)[CH:4]=[CH:3][CH:2]=1.C(Cl)(=O)C(Cl)=O.Cl.[F:25][C:26]1[CH:31]=[CH:30][C:29]([CH:32]([OH:46])[CH:33]([NH2:45])[CH2:34][C:35]2[CH:40]=[CH:39][C:38]([C:41]([F:44])([F:43])[F:42])=[CH:37][CH:36]=2)=[CH:28][CH:27]=1.C(=O)([O-])O.[Na+]. (4) Given the product [ClH:29].[ClH:29].[OH:27][C@@H:21]1[CH2:20][N:19]([CH2:18][CH2:17][CH2:16][N:11]2[C:12](=[O:15])[CH2:13][CH2:14][NH:8][C@H:9]([CH3:28])[CH2:10]2)[CH2:26][CH2:25][C:22]21[CH2:23][CH2:24]2, predict the reactants needed to synthesize it. The reactants are: C(OC([N:8]1[CH2:14][CH2:13][C:12](=[O:15])[N:11]([CH2:16][CH2:17][CH2:18][N:19]2[CH2:26][CH2:25][C:22]3([CH2:24][CH2:23]3)[C@H:21]([OH:27])[CH2:20]2)[CH2:10][C@H:9]1[CH3:28])=O)(C)(C)C.[ClH:29]. (5) The reactants are: [CH2:1]([O:3][C:4]([C:6]1[C:7]2[CH:15]=[CH:14][C:13]([C:16]3[CH:21]=[CH:20][C:19]([F:22])=[CH:18][CH:17]=3)=[CH:12][C:8]=2[S:9][C:10]=1[NH2:11])=[O:5])[CH3:2].[C:23](O[C:23]([O:25][C:26]([CH3:29])([CH3:28])[CH3:27])=[O:24])([O:25][C:26]([CH3:29])([CH3:28])[CH3:27])=[O:24]. Given the product [CH2:1]([O:3][C:4]([C:6]1[C:7]2[CH:15]=[CH:14][C:13]([C:16]3[CH:21]=[CH:20][C:19]([F:22])=[CH:18][CH:17]=3)=[CH:12][C:8]=2[S:9][C:10]=1[NH:11][C:23]([O:25][C:26]([CH3:29])([CH3:28])[CH3:27])=[O:24])=[O:5])[CH3:2], predict the reactants needed to synthesize it. (6) Given the product [CH3:1][O:2][C:3]1[CH:4]=[C:5]2[C:10](=[CH:11][CH:12]=1)[O:9][CH2:8][C:7]([CH2:13][OH:14])=[CH:6]2, predict the reactants needed to synthesize it. The reactants are: [CH3:1][O:2][C:3]1[CH:4]=[C:5]2[C:10](=[CH:11][CH:12]=1)[O:9][CH2:8][C:7]([C:13](O)=[O:14])=[CH:6]2.C(N(CC)CC)C.ClC(OCC)=O.[BH4-].[Na+].[Cl-].[NH4+]. (7) Given the product [CH3:23][N:24]1[CH:32]=[N:31][C:30]2[C:25]1=[N:26][CH:27]=[N:28][C:29]=2[N:33]1[CH2:38][CH2:37][CH:36]([C:39]([OH:41])=[O:40])[CH2:35][CH2:34]1.[NH:42]1[C:50]2[C:45](=[C:46]([NH:51][C:39]([CH:36]3[CH2:35][CH2:34][N:33]([C:29]4[N:28]=[CH:27][N:26]=[C:25]5[C:30]=4[N:31]=[CH:32][N:24]5[CH3:23])[CH2:38][CH2:37]3)=[O:41])[CH:47]=[CH:48][CH:49]=2)[CH:44]=[CH:43]1, predict the reactants needed to synthesize it. The reactants are: BrC1N=CN=C2C=1N=CN2C.C(OC(=O)C1CCNCC1)C.[CH3:23][N:24]1[CH:32]=[N:31][C:30]2[C:25]1=[N:26][CH:27]=[N:28][C:29]=2[N:33]1[CH2:38][CH2:37][CH:36]([C:39]([OH:41])=[O:40])[CH2:35][CH2:34]1.[NH:42]1[C:50]2[C:45](=[C:46]([NH2:51])[CH:47]=[CH:48][CH:49]=2)[CH:44]=[CH:43]1. (8) Given the product [CH3:13][N:14]([CH3:30])[CH:15]1[CH2:19][CH2:18][N:17]([C:20]2[S:21][C:22]3[CH:28]=[C:27]([NH:29][C:7](=[O:9])[CH:6]=[CH:5][C:4]4[CH:10]=[CH:11][CH:12]=[C:2]([F:1])[CH:3]=4)[CH:26]=[CH:25][C:23]=3[N:24]=2)[CH2:16]1, predict the reactants needed to synthesize it. The reactants are: [F:1][C:2]1[CH:3]=[C:4]([CH:10]=[CH:11][CH:12]=1)/[CH:5]=[CH:6]/[C:7]([OH:9])=O.[CH3:13][N:14]([CH3:30])[CH:15]1[CH2:19][CH2:18][N:17]([C:20]2[S:21][C:22]3[CH:28]=[C:27]([NH2:29])[CH:26]=[CH:25][C:23]=3[N:24]=2)[CH2:16]1. (9) The reactants are: [C:1]([CH2:3][CH:4]1[CH2:6][C:5]1([NH:16][C:17](=[O:20])[O:18][CH3:19])[C:7]1[CH:12]=[CH:11][CH:10]=[C:9]([N+:13]([O-:15])=[O:14])[CH:8]=1)#N.S(Cl)(Cl)=O.C([O-])(O)=[O:26].[Na+].[CH2:30]([OH:32])[CH3:31]. Given the product [CH3:19][O:18][C:17]([NH:16][C:5]1([C:7]2[CH:12]=[CH:11][CH:10]=[C:9]([N+:13]([O-:15])=[O:14])[CH:8]=2)[CH2:6][CH:4]1[CH2:3][C:1]([O:32][CH2:30][CH3:31])=[O:26])=[O:20], predict the reactants needed to synthesize it.